Predict the reactants needed to synthesize the given product. From a dataset of Full USPTO retrosynthesis dataset with 1.9M reactions from patents (1976-2016). (1) Given the product [CH3:2][C@H:3]1[N:8]([CH2:9][C:10]([F:13])([F:12])[F:11])[C:7](=[O:14])[C@@H:6]([NH:15][S:16]([C:19]2[CH:20]=[C:21]3[CH2:44][C@@:26]4([C:34]5[C:29](=[N:30][CH:31]=[CH:32][CH:33]=5)[NH:28][C:27]4=[O:43])[CH2:25][C:22]3=[N:23][CH:24]=2)(=[O:18])=[O:17])[CH2:5][C@H:4]1[C:45]1[CH:46]=[CH:47][CH:48]=[CH:49][CH:50]=1, predict the reactants needed to synthesize it. The reactants are: Cl.[CH3:2][C@H:3]1[N:8]([CH2:9][C:10]([F:13])([F:12])[F:11])[C:7](=[O:14])[C@@H:6]([NH:15][S:16]([C:19]2[CH:20]=[C:21]3[CH2:44][C@@:26]4([C:34]5[C:29](=[N:30][CH:31]=[CH:32][CH:33]=5)[N:28](COCC[Si](C)(C)C)[C:27]4=[O:43])[CH2:25][C:22]3=[N:23][CH:24]=2)(=[O:18])=[O:17])[CH2:5][C@H:4]1[C:45]1[CH:50]=[CH:49][CH:48]=[CH:47][CH:46]=1. (2) Given the product [CH3:13][CH:14]1[CH2:18][N:17]([C:2]2[CH:3]=[C:4]([NH2:5])[CH:6]=[C:7]([C:9]([F:12])([F:11])[F:10])[CH:8]=2)[CH:16]=[N:15]1, predict the reactants needed to synthesize it. The reactants are: Br[C:2]1[CH:3]=[C:4]([CH:6]=[C:7]([C:9]([F:12])([F:11])[F:10])[CH:8]=1)[NH2:5].[CH3:13][C:14]1[N:15]=[CH:16][NH:17][CH:18]=1.C(=O)([O-])[O-].[K+].[K+].OC1C=CC=C2C=1N=CC=C2. (3) Given the product [C:1]([O:5][C:6](=[O:20])[CH2:7][C:8]1[N:16]2[C:11]([CH:12]=[CH:13][C:14]([CH2:17][N:30]([CH3:29])[CH3:26])=[CH:15]2)=[CH:10][C:9]=1[CH3:19])([CH3:4])([CH3:3])[CH3:2], predict the reactants needed to synthesize it. The reactants are: [C:1]([O:5][C:6](=[O:20])[CH2:7][C:8]1[N:16]2[C:11]([CH:12]=[CH:13][C:14]([C:17]#N)=[CH:15]2)=[CH:10][C:9]=1[CH3:19])([CH3:4])([CH3:3])[CH3:2].O.[PH2]([O-])=O.[Na+].[CH3:26]NC.[C:29]([BH3-])#[N:30].[Na+].C([O-])(O)=O.[Na+]. (4) The reactants are: [CH2:1]([Mg]Cl)[CH2:2][CH2:3][CH3:4].[Br:7][C:8]1[CH:15]=[CH:14][CH:13]=[CH:12][C:9]=1[CH:10]=[O:11]. Given the product [Br:7][C:8]1[CH:15]=[CH:14][CH:13]=[CH:12][C:9]=1[CH:10]([OH:11])[CH2:1][CH2:2][CH2:3][CH3:4], predict the reactants needed to synthesize it. (5) Given the product [F:18][CH:17]([F:19])[CH2:16][O:1][C:2]1[CH:3]=[C:4]([CH:7]=[CH:8][CH:9]=1)[CH:5]=[O:6], predict the reactants needed to synthesize it. The reactants are: [OH:1][C:2]1[CH:3]=[C:4]([CH:7]=[CH:8][CH:9]=1)[CH:5]=[O:6].FC(F)(F)S(O[CH2:16][CH:17]([F:19])[F:18])(=O)=O.C([O-])([O-])=O.[Cs+].[Cs+].O.